From a dataset of Forward reaction prediction with 1.9M reactions from USPTO patents (1976-2016). Predict the product of the given reaction. (1) Given the reactants C[O:2][C:3]([C:5]1[C:29]([O:30][CH3:31])=[CH:28][C:8]2[N:9]([CH3:27])[C:10]([NH:12][C:13]3[S:14][C:15]4[CH:21]=[C:20]([O:22][C:23]([F:26])([F:25])[F:24])[CH:19]=[CH:18][C:16]=4[N:17]=3)=[N:11][C:7]=2[CH:6]=1)=[O:4].[OH-].[Li+], predict the reaction product. The product is: [CH3:31][O:30][C:29]1[C:5]([C:3]([OH:4])=[O:2])=[CH:6][C:7]2[N:11]=[C:10]([NH:12][C:13]3[S:14][C:15]4[CH:21]=[C:20]([O:22][C:23]([F:26])([F:25])[F:24])[CH:19]=[CH:18][C:16]=4[N:17]=3)[N:9]([CH3:27])[C:8]=2[CH:28]=1. (2) Given the reactants C([N:3](CC)CC)C.[Al+3].[Cl-].[Cl-].[Cl-].[C:12]1([C:21]2[C:16](=[CH:17][CH:18]=[CH:19][CH:20]=2)[CH2:15][O:14]1)=[O:13].CCOC(C)=O, predict the reaction product. The product is: [OH:14][CH2:15][C:16]1[CH:17]=[CH:18][CH:19]=[CH:20][C:21]=1[C:12]([NH2:3])=[O:13]. (3) The product is: [C:17]([O:16][C:14]([N:8]1[CH2:9][C:10]([F:13])([F:12])[CH2:11][C@H:7]1[CH2:6][CH2:5][C:4]([O:3][CH2:1][CH3:2])=[O:21])=[O:15])([CH3:20])([CH3:19])[CH3:18]. Given the reactants [CH2:1]([O:3][C:4](=[O:21])[CH:5]=[CH:6][C@@H:7]1[CH2:11][C:10]([F:13])([F:12])[CH2:9][N:8]1[C:14]([O:16][C:17]([CH3:20])([CH3:19])[CH3:18])=[O:15])[CH3:2], predict the reaction product. (4) Given the reactants [B][B][B][B][B][B][B][B][B][B].[NH2:11][C:12]1[CH:17]=[CH:16][CH:15]=[C:14]([CH3:18])[CH:13]=1.[CH3:19][C:20]1[CH:25]=[CH:24][CH:23]=[CH:22][C:21]=1[C:26](=O)[CH3:27], predict the reaction product. The product is: [CH3:18][C:14]1[CH:13]=[C:12]([CH:17]=[CH:16][CH:15]=1)[NH:11][CH:26]([C:21]1[CH:22]=[CH:23][CH:24]=[CH:25][C:20]=1[CH3:19])[CH3:27]. (5) Given the reactants [CH2:1]([N:3]([CH2:6][CH3:7])[CH2:4][CH3:5])[CH3:2].[Cl:8][C:9]1C=C(Cl)[N:12]=[C:11]([S:16][CH3:17])[N:10]=1.[CH2:18](Cl)Cl, predict the reaction product. The product is: [Cl:8][C:9]1[CH:2]=[C:1]([N:3]2[CH2:6][CH2:7][CH2:5][CH:4]2[CH3:18])[N:12]=[C:11]([S:16][CH3:17])[N:10]=1.